This data is from Full USPTO retrosynthesis dataset with 1.9M reactions from patents (1976-2016). The task is: Predict the reactants needed to synthesize the given product. Given the product [Cl:7][C:8]1[CH:13]=[N:12][CH:11]=[C:10]([CH2:14][CH3:15])[C:9]=1[CH2:16][OH:17], predict the reactants needed to synthesize it. The reactants are: [H-].[Al+3].[Li+].[H-].[H-].[H-].[Cl:7][C:8]1[C:9]([C:16](OCC)=[O:17])=[C:10]([CH2:14][CH3:15])[CH:11]=[N:12][CH:13]=1.